From a dataset of Catalyst prediction with 721,799 reactions and 888 catalyst types from USPTO. Predict which catalyst facilitates the given reaction. (1) Reactant: C(N(CC)CC)C.[CH2:8]([OH:10])[CH3:9].[N:11]1[CH:16]=[CH:15][CH:14]=[CH:13][C:12]=1[S:17](Cl)(=[O:19])=[O:18]. Product: [N:11]1[CH:16]=[CH:15][CH:14]=[CH:13][C:12]=1[S:17]([C:8](=[O:10])[CH3:9])(=[O:19])=[O:18]. The catalyst class is: 4. (2) Reactant: FC(F)(F)C(O)=O.[Cl:8][C:9]1[CH:14]=[C:13]2[NH:15][C:16](=[O:38])[C:17]3([CH:21]([C:22]4[CH:27]=[CH:26][CH:25]=[C:24]([Cl:28])[C:23]=4[F:29])[CH:20]([C:30](O)=[O:31])[NH:19][CH:18]3[CH2:33][C:34]([CH3:37])([CH3:36])[CH3:35])[C:12]2=[C:11]([F:39])[CH:10]=1.C(N(C(C)C)CC)(C)C.C1(P(Cl)(C2C=CC=CC=2)=O)C=CC=CC=1.[NH2:64][C:65]1[CH:72]=[CH:71][C:68]([C:69]#[N:70])=[CH:67][CH:66]=1. Product: [C:69]([C:68]1[CH:71]=[CH:72][C:65]([NH:64][C:30]([CH:20]2[NH:19][CH:18]([CH2:33][C:34]([CH3:35])([CH3:37])[CH3:36])[C:17]3([C:12]4[C:13](=[CH:14][C:9]([Cl:8])=[CH:10][C:11]=4[F:39])[NH:15][C:16]3=[O:38])[CH:21]2[C:22]2[CH:27]=[CH:26][CH:25]=[C:24]([Cl:28])[C:23]=2[F:29])=[O:31])=[CH:66][CH:67]=1)#[N:70]. The catalyst class is: 26. (3) Reactant: [F:1][C:2]([F:12])([F:11])[C:3]([C:5]1[CH:10]=[CH:9][CH:8]=[CH:7][CH:6]=1)=[O:4].[N+:13]([O-])([OH:15])=[O:14].[OH-].[Na+]. Product: [F:1][C:2]([F:11])([F:12])[C:3]([C:5]1[CH:10]=[CH:9][CH:8]=[C:7]([N+:13]([O-:15])=[O:14])[CH:6]=1)=[O:4]. The catalyst class is: 65.